This data is from Full USPTO retrosynthesis dataset with 1.9M reactions from patents (1976-2016). The task is: Predict the reactants needed to synthesize the given product. (1) Given the product [C:1]([O:5][C:6]([N:8]1[CH2:13][CH2:12][CH2:11][CH2:10][CH:9]1[CH2:14][C:15](=[O:17])[NH:30][C:31]1[CH:36]=[CH:35][CH:34]=[CH:33][C:32]=1[OH:37])=[O:7])([CH3:2])([CH3:3])[CH3:4], predict the reactants needed to synthesize it. The reactants are: [C:1]([O:5][C:6]([N:8]1[CH2:13][CH2:12][CH2:11][CH2:10][CH:9]1[CH2:14][C:15]([OH:17])=O)=[O:7])([CH3:4])([CH3:3])[CH3:2].CCN=C=NCCCN(C)C.Cl.[NH2:30][C:31]1[CH:36]=[CH:35][CH:34]=[CH:33][C:32]=1[OH:37]. (2) Given the product [NH2:1][C:2]1[C:14]([CH3:15])=[CH:13][C:12]([Br:16])=[CH:11][C:3]=1[C:4]([O:6][CH2:7][CH2:8][O:9][CH3:10])=[O:5], predict the reactants needed to synthesize it. The reactants are: [NH2:1][C:2]1[C:14]([CH3:15])=[CH:13][CH:12]=[CH:11][C:3]=1[C:4]([O:6][CH2:7][CH2:8][O:9][CH3:10])=[O:5].[BrH:16].OO. (3) Given the product [CH2:1]([S:3]([C:6]1[CH:7]=[C:8]([C:12]2[CH:20]=[C:19]([C:21]([NH:23][CH:24]3[CH2:25][CH2:26][N:27]([CH3:30])[CH2:28][CH2:29]3)=[O:22])[C:18]([CH3:31])=[C:17]3[C:13]=2[C:14]2[CH:35]=[C:34]([CH3:36])[CH:33]=[N:32][C:15]=2[NH:16]3)[CH:9]=[CH:10][CH:11]=1)(=[O:4])=[O:5])[CH3:2].[C:37]([OH:44])(=[O:43])/[CH:38]=[CH:39]/[C:40]([OH:42])=[O:41].[CH2:1]([S:3]([C:6]1[CH:7]=[C:8]([C:12]2[CH:20]=[C:19]([C:21]([NH:23][CH:24]3[CH2:25][CH2:26][N:27]([CH3:30])[CH2:28][CH2:29]3)=[O:22])[C:18]([CH3:31])=[C:17]3[C:13]=2[C:14]2[CH:35]=[C:34]([CH3:36])[CH:33]=[N:32][C:15]=2[NH:16]3)[CH:9]=[CH:10][CH:11]=1)(=[O:4])=[O:5])[CH3:2].[CH2:1]([S:3]([C:6]1[CH:7]=[C:8]([C:12]2[CH:20]=[C:19]([C:21]([NH:23][CH:24]3[CH2:25][CH2:26][N:27]([CH3:30])[CH2:28][CH2:29]3)=[O:22])[C:18]([CH3:31])=[C:17]3[C:13]=2[C:14]2[CH:35]=[C:34]([CH3:36])[CH:33]=[N:32][C:15]=2[NH:16]3)[CH:9]=[CH:10][CH:11]=1)(=[O:4])=[O:5])[CH3:2], predict the reactants needed to synthesize it. The reactants are: [CH2:1]([S:3]([C:6]1[CH:7]=[C:8]([C:12]2[CH:20]=[C:19]([C:21]([NH:23][CH:24]3[CH2:29][CH2:28][N:27]([CH3:30])[CH2:26][CH2:25]3)=[O:22])[C:18]([CH3:31])=[C:17]3[C:13]=2[C:14]2[CH:35]=[C:34]([CH3:36])[CH:33]=[N:32][C:15]=2[NH:16]3)[CH:9]=[CH:10][CH:11]=1)(=[O:5])=[O:4])[CH3:2].[C:37]([OH:44])(=[O:43])/[CH:38]=[CH:39]/[C:40]([OH:42])=[O:41].